Dataset: Forward reaction prediction with 1.9M reactions from USPTO patents (1976-2016). Task: Predict the product of the given reaction. Given the reactants [C:1]([O:5][C:6]([NH:8][C@H:9]1[CH2:14][CH2:13][C@H:12]([OH:15])[CH2:11][CH2:10]1)=[O:7])([CH3:4])([CH3:3])[CH3:2].O[C:17]1[CH:26]=[C:25]([CH3:27])[CH:24]=[CH:23][C:18]=1[C:19]([O:21][CH3:22])=[S:20], predict the reaction product. The product is: [C:1]([O:5][C:6]([NH:8][C@@H:9]1[CH2:10][CH2:11][C@H:12]([O:15][C:17]2[CH:26]=[C:25]([CH3:27])[CH:24]=[CH:23][C:18]=2[C:19]([O:21][CH3:22])=[S:20])[CH2:13][CH2:14]1)=[O:7])([CH3:4])([CH3:2])[CH3:3].